Dataset: Forward reaction prediction with 1.9M reactions from USPTO patents (1976-2016). Task: Predict the product of the given reaction. The product is: [C:11]1([CH3:14])[CH:12]=[CH:13][C:8]([C:5]2[O:4][C:3]([CH2:2][S:34][C:23]3[N:22]([C:17]4[CH:18]=[CH:19][CH:20]=[CH:21][C:16]=4[Cl:15])[C:26]([C:27]4[CH:32]=[CH:31][N:30]=[C:29]([Cl:33])[CH:28]=4)=[N:25][N:24]=3)=[N:7][N:6]=2)=[CH:9][CH:10]=1. Given the reactants Cl[CH2:2][C:3]1[O:4][C:5]([C:8]2[CH:13]=[CH:12][C:11]([CH3:14])=[CH:10][CH:9]=2)=[N:6][N:7]=1.[Cl:15][C:16]1[CH:21]=[CH:20][CH:19]=[CH:18][C:17]=1[N:22]1[C:26]([C:27]2[CH:32]=[CH:31][N:30]=[C:29]([Cl:33])[CH:28]=2)=[N:25][N:24]=[C:23]1[SH:34].C([O-])([O-])=O.[K+].[K+], predict the reaction product.